From a dataset of CYP3A4 inhibition data for predicting drug metabolism from PubChem BioAssay. Regression/Classification. Given a drug SMILES string, predict its absorption, distribution, metabolism, or excretion properties. Task type varies by dataset: regression for continuous measurements (e.g., permeability, clearance, half-life) or binary classification for categorical outcomes (e.g., BBB penetration, CYP inhibition). Dataset: cyp3a4_veith. (1) The drug is COc1ccc(-c2ccc(=O)n(CC(=O)Nc3nnc(C(C)C)s3)n2)cc1OC. The result is 0 (non-inhibitor). (2) The result is 0 (non-inhibitor). The compound is CCCN(CCO)Cc1ccc(F)c(Br)c1. (3) The compound is CCCc1nnc(SCC(=O)N2C(C)CCCC2C)n1CCCOC. The result is 0 (non-inhibitor). (4) The molecule is O=c1c(O)c(-c2ccc(O)c(O)c2)oc2cc(O)cc(O)c12. The result is 1 (inhibitor).